Dataset: Reaction yield outcomes from USPTO patents with 853,638 reactions. Task: Predict the reaction yield, written as a fraction of the theoretical maximum amount of product (1.0 means a 100% yield; for example, 0.34 means a 34% yield). (1) The reactants are Cl[C:2]1[N:7]=[C:6]([NH:8][CH2:9][C:10]2[C:11]([C:21]3[CH:26]=[CH:25][CH:24]=[CH:23][CH:22]=3)=[N:12][C:13]3[C:18]([CH:19]=2)=[CH:17][CH:16]=[CH:15][C:14]=3[CH3:20])[CH:5]=[C:4]([CH3:27])[N:3]=1.Cl.CN.C[CH2:32][N:33](C(C)C)C(C)C. The catalyst is CN1C(=O)CCC1. The product is [CH3:32][NH:33][C:2]1[N:7]=[C:6]([NH:8][CH2:9][C:10]2[C:11]([C:21]3[CH:26]=[CH:25][CH:24]=[CH:23][CH:22]=3)=[N:12][C:13]3[C:18]([CH:19]=2)=[CH:17][CH:16]=[CH:15][C:14]=3[CH3:20])[CH:5]=[C:4]([CH3:27])[N:3]=1. The yield is 0.440. (2) The reactants are [C:1](=[O:4])([O-])[O-:2].[Cs+].[Cs+].[C:7]1(S)[CH:12]=[CH:11][CH:10]=[CH:9]C=1.[OH2:14].[C:15](#[N:17])[CH3:16]. The yield is 0.650. No catalyst specified. The product is [O:2]1[CH2:12][CH2:11][CH2:10][CH2:9][CH:1]1[O:4][CH2:16][CH2:15][NH:17][CH2:7][C:12]1[O:14][CH:9]=[CH:10][CH:11]=1. (3) The reactants are [CH:1]1([N:5]2[CH2:8][CH:7]([CH2:9][O:10][C:11]3[CH:16]=[CH:15][C:14]([C:17]4([C:23]#[N:24])[CH2:22][CH2:21][O:20][CH2:19][CH2:18]4)=[CH:13][CH:12]=3)[CH2:6]2)[CH2:4][CH2:3][CH2:2]1.[H-].[Al+3].[Li+].[H-].[H-].[H-].O.[OH-].[Na+]. The catalyst is C1COCC1. The product is [CH:1]1([N:5]2[CH2:8][CH:7]([CH2:9][O:10][C:11]3[CH:16]=[CH:15][C:14]([C:17]4([CH2:23][NH2:24])[CH2:22][CH2:21][O:20][CH2:19][CH2:18]4)=[CH:13][CH:12]=3)[CH2:6]2)[CH2:4][CH2:3][CH2:2]1. The yield is 0.590. (4) The reactants are [Cl:1][C:2]1[CH:3]=[C:4]2[C:9](=[CH:10][CH:11]=1)[CH:8]=[C:7]([S:12]([N:15]1[CH2:20][CH2:19][N:18]([C:21]([CH:23]3[CH2:28][CH2:27][NH:26][CH2:25][CH2:24]3)=[O:22])[CH2:17][CH2:16]1)(=[O:14])=[O:13])[CH:6]=[CH:5]2.Cl[C:30]1[CH:31]=[CH:32][C:33](=[O:37])[N:34]([CH3:36])[N:35]=1. No catalyst specified. The product is [Cl:1][C:2]1[CH:3]=[C:4]2[C:9](=[CH:10][CH:11]=1)[CH:8]=[C:7]([S:12]([N:15]1[CH2:16][CH2:17][N:18]([C:21]([CH:23]3[CH2:28][CH2:27][N:26]([C:30]4[CH:31]=[CH:32][C:33](=[O:37])[N:34]([CH3:36])[N:35]=4)[CH2:25][CH2:24]3)=[O:22])[CH2:19][CH2:20]1)(=[O:13])=[O:14])[CH:6]=[CH:5]2. The yield is 0.410.